Dataset: Peptide-MHC class I binding affinity with 185,985 pairs from IEDB/IMGT. Task: Regression. Given a peptide amino acid sequence and an MHC pseudo amino acid sequence, predict their binding affinity value. This is MHC class I binding data. (1) The peptide sequence is HLMSDNPKA. The binding affinity (normalized) is 0. The MHC is Mamu-B01 with pseudo-sequence Mamu-B01. (2) The peptide sequence is TYGPVFMCL. The MHC is HLA-B44:03 with pseudo-sequence HLA-B44:03. The binding affinity (normalized) is 0.